Dataset: Full USPTO retrosynthesis dataset with 1.9M reactions from patents (1976-2016). Task: Predict the reactants needed to synthesize the given product. (1) Given the product [OH:20][C:19]1[C:14]2[CH2:13][CH:12]=[CH:11][C:8]3[C:7](=[CH:6][C:5]4[CH:4]=[CH:3][N:2]([CH3:1])[C:10]=4[CH:9]=3)[C:15]=2[N:16]([CH3:17])[C:23](=[O:24])[C:18]=1[C:27]([O:29][CH3:30])=[O:28], predict the reactants needed to synthesize it. The reactants are: [CH3:1][N:2]1[C:10]2[C:5](=[CH:6][C:7]3[C:15](=[N:16][CH3:17])[CH2:14][CH2:13][CH:12]=[CH:11][C:8]=3[CH:9]=2)[CH:4]=[CH:3]1.[CH:18]([C:27]([O:29][CH3:30])=[O:28])([C:23](OC)=[O:24])[C:19](OC)=[O:20]. (2) Given the product [CH3:1][O:2][C:3]([C@@H:5]([N:13]1[CH2:21][C:17]2[CH:18]=[CH:19][S:20][C:16]=2[CH2:15][CH2:14]1)[C:6]1[C:11]([Cl:12])=[CH:10][CH:9]=[CH:8][CH:7]=1)=[O:4].[OH:29][S:26]([OH:30])(=[O:28])=[O:27], predict the reactants needed to synthesize it. The reactants are: [CH3:1][O:2][C:3]([C@@H:5]([N:13]1[CH2:21][C:17]2[CH:18]=[CH:19][S:20][C:16]=2[CH2:15][CH2:14]1)[C:6]1[CH:7]=[CH:8][CH:9]=[CH:10][C:11]=1[Cl:12])=[O:4].C(Cl)(Cl)Cl.[S:26](=[O:30])(=[O:29])([OH:28])[OH:27]. (3) Given the product [Cl:32][C:7]1[CH:2]=[CH:3][C:4]([CH2:8][CH2:9][CH2:10][N:11]([C@H:25]2[CH2:26][CH2:27][C@H:28]([CH3:31])[CH2:29][CH2:30]2)[C:12](=[O:24])[NH:13][C:14]2[S:15][C:16]([S:19][CH2:20][C:21]([OH:23])=[O:22])=[CH:17][N:18]=2)=[CH:5][CH:6]=1, predict the reactants needed to synthesize it. The reactants are: Cl[C:2]1[CH:3]=[C:4]([CH2:8][CH2:9][CH2:10][N:11]([C@H:25]2[CH2:30][CH2:29][C@H:28]([CH3:31])[CH2:27][CH2:26]2)[C:12](=[O:24])[NH:13][C:14]2[S:15][C:16]([S:19][CH2:20][C:21]([OH:23])=[O:22])=[CH:17][N:18]=2)[CH:5]=[CH:6][CH:7]=1.[Cl:32]C1C=CC(CCC(O)=O)=CC=1.C(OC(=O)CSC1SC(N)=NC=1)C. (4) Given the product [CH2:1]([C@H:8]1[N:13]([C:27]([C:23]2[S:24][CH:25]=[CH:26][C:22]=2[Br:21])=[O:28])[CH2:12][CH2:11][N:10]([C:14]([O:16][C:17]([CH3:20])([CH3:19])[CH3:18])=[O:15])[CH2:9]1)[C:2]1[CH:3]=[CH:4][CH:5]=[CH:6][CH:7]=1, predict the reactants needed to synthesize it. The reactants are: [CH2:1]([C@H:8]1[NH:13][CH2:12][CH2:11][N:10]([C:14]([O:16][C:17]([CH3:20])([CH3:19])[CH3:18])=[O:15])[CH2:9]1)[C:2]1[CH:7]=[CH:6][CH:5]=[CH:4][CH:3]=1.[Br:21][C:22]1[CH:26]=[CH:25][S:24][C:23]=1[C:27](O)=[O:28].CCN=C=NCCCN(C)C.C1C=CC2N(O)N=NC=2C=1. (5) Given the product [F:1][C:2]1[CH:3]=[CH:4][C:5]([O:28][CH3:29])=[C:6]([C:8]2[N:12]=[C:11]([C:13]3[CH:14]=[C:15]([CH:26]=[O:27])[C:16]([C:19]4[CH:24]=[CH:23][CH:22]=[CH:21][C:20]=4[CH3:25])=[CH:17][CH:18]=3)[O:10][N:9]=2)[CH:7]=1, predict the reactants needed to synthesize it. The reactants are: [F:1][C:2]1[CH:3]=[CH:4][C:5]([O:28][CH3:29])=[C:6]([C:8]2[N:12]=[C:11]([C:13]3[CH:18]=[CH:17][C:16]([C:19]4[CH:24]=[CH:23][CH:22]=[CH:21][C:20]=4[CH3:25])=[C:15]([CH2:26][OH:27])[CH:14]=3)[O:10][N:9]=2)[CH:7]=1. (6) Given the product [I-:2].[OH:26][C:20]1[CH:21]=[CH:22][C:23]([CH3:25])=[CH:24][C:19]=1[CH:12]([C:13]1[CH:18]=[CH:17][CH:16]=[CH:15][CH:14]=1)[CH2:11][CH2:10][N+:3]1([CH3:1])[CH2:9][CH2:8][CH2:7][CH2:6][CH2:5][CH2:4]1, predict the reactants needed to synthesize it. The reactants are: [CH3:1][I:2].[N:3]1([CH2:10][CH2:11][CH:12]([C:19]2[CH:24]=[C:23]([CH3:25])[CH:22]=[CH:21][C:20]=2[OH:26])[C:13]2[CH:18]=[CH:17][CH:16]=[CH:15][CH:14]=2)[CH2:9][CH2:8][CH2:7][CH2:6][CH2:5][CH2:4]1.